This data is from Forward reaction prediction with 1.9M reactions from USPTO patents (1976-2016). The task is: Predict the product of the given reaction. (1) Given the reactants [C:1]([C:4]1[C:9](=[O:10])[C:8]([O:11][CH3:12])=[CH:7][N:6]([C:13]2[CH:18]=[C:17]([F:19])[C:16]([N:20]3[CH2:25][CH2:24][O:23][CH2:22][CH2:21]3)=[CH:15][C:14]=2[F:26])[N:5]=1)(=O)[CH3:2].[CH3:27]OC(OC)N(C)C.[C:35]1([NH:41][NH2:42])[CH:40]=[CH:39][CH:38]=[CH:37][CH:36]=1, predict the reaction product. The product is: [F:26][C:14]1[CH:15]=[C:16]([N:20]2[CH2:25][CH2:24][O:23][CH2:22][CH2:21]2)[C:17]([F:19])=[CH:18][C:13]=1[N:6]1[CH:7]=[C:8]([O:11][CH3:12])[C:9](=[O:10])[C:4]([C:1]2[N:41]([C:35]3[CH:40]=[CH:39][CH:38]=[CH:37][CH:36]=3)[N:42]=[CH:27][CH:2]=2)=[N:5]1. (2) Given the reactants Cl[C:2]1[N:7]=[C:6]([N:8]2[CH2:13][CH2:12][O:11][CH2:10][CH2:9]2)[N:5]=[C:4]([N:14]2[C:18]3[CH:19]=[CH:20][CH:21]=[C:22]([O:23][CH3:24])[C:17]=3[N:16]=[C:15]2[CH:25]([F:27])[F:26])[N:3]=1.CC1(C)C(C)(C)OB([C:36]2[CH2:37][CH2:38][CH2:39][N:40]([C:42]([O:44][C:45]([CH3:48])([CH3:47])[CH3:46])=[O:43])[CH:41]=2)O1.C([O-])([O-])=O.[Na+].[Na+], predict the reaction product. The product is: [F:26][CH:25]([F:27])[C:15]1[N:14]([C:4]2[N:5]=[C:6]([N:8]3[CH2:13][CH2:12][O:11][CH2:10][CH2:9]3)[N:7]=[C:2]([C:38]3[CH2:37][CH2:36][CH2:41][N:40]([C:42]([O:44][C:45]([CH3:48])([CH3:47])[CH3:46])=[O:43])[CH:39]=3)[N:3]=2)[C:18]2[CH:19]=[CH:20][CH:21]=[C:22]([O:23][CH3:24])[C:17]=2[N:16]=1. (3) Given the reactants N[C:2]1[CH:7]=[CH:6][C:5]([O:8][C:9]2[CH:13]=[C:12]([CH3:14])[NH:11][N:10]=2)=[CH:4][C:3]=1[C:15]([F:18])([F:17])[F:16].N([O-])=O.[Na+].[PH2](O)=O.[OH-].[Na+], predict the reaction product. The product is: [CH3:14][C:12]1[NH:11][N:10]=[C:9]([O:8][C:5]2[CH:6]=[CH:7][CH:2]=[C:3]([C:15]([F:18])([F:16])[F:17])[CH:4]=2)[CH:13]=1. (4) Given the reactants CN(C)[CH:3]=[CH:4][C:5]([C:7]1[CH:8]=[C:9]([N:13]([CH2:17][CH3:18])[C:14](=[O:16])[CH3:15])[CH:10]=[CH:11][CH:12]=1)=O.[NH2:20][C:21]1[C:25]([C:26]#[N:27])=[CH:24][NH:23][N:22]=1, predict the reaction product. The product is: [C:26]([C:25]1[CH:24]=[N:23][N:22]2[CH:3]=[CH:4][C:5]([C:7]3[CH:8]=[C:9]([N:13]([CH2:17][CH3:18])[C:14](=[O:16])[CH3:15])[CH:10]=[CH:11][CH:12]=3)=[N:20][C:21]=12)#[N:27]. (5) The product is: [Br:22][C:16]1[CH:17]=[CH:18][C:19]([F:21])=[CH:20][C:15]=1[O:14][CH:11]1[CH2:12][CH2:13][N:8]([C:5]2[N:4]=[CH:3][C:2]([C:33]#[C:32][C:30]([CH3:31])([OH:34])[CH3:29])=[CH:7][N:6]=2)[CH2:9][CH2:10]1. Given the reactants Br[C:2]1[CH:3]=[N:4][C:5]([N:8]2[CH2:13][CH2:12][CH:11]([O:14][C:15]3[CH:20]=[C:19]([F:21])[CH:18]=[CH:17][C:16]=3[Br:22])[CH2:10][CH2:9]2)=[N:6][CH:7]=1.C(=O)([O-])[O-].[K+].[K+].[CH3:29][C:30]([OH:34])([C:32]#[CH:33])[CH3:31], predict the reaction product. (6) Given the reactants [CH3:1][O:2][C:3]1[CH:8]=[CH:7][C:6]([C:9]2[C:13](Br)=[CH:12][N:11]([CH3:15])[N:10]=2)=[CH:5][C:4]=1[CH3:16].O1CCOC[CH2:18]1.CB(O)O.P([O-])([O-])([O-])=O.[K+].[K+].[K+], predict the reaction product. The product is: [CH3:1][O:2][C:3]1[CH:8]=[CH:7][C:6]([C:9]2[C:13]([CH3:18])=[CH:12][N:11]([CH3:15])[N:10]=2)=[CH:5][C:4]=1[CH3:16]. (7) The product is: [CH3:20][CH:21]([C:26]1[S:27][CH:28]=[CH:29][C:30]=1[NH:31][C:7]([CH:5]1[CH2:6][N:2]([CH3:1])[N:3]=[C:4]1[C:10]([F:13])([F:12])[F:11])=[O:8])[CH2:22][CH:23]([CH3:24])[CH3:25]. Given the reactants [CH3:1][N:2]1[CH2:6][CH:5]([C:7](O)=[O:8])[C:4]([C:10]([F:13])([F:12])[F:11])=[N:3]1.C(Cl)(=O)C(Cl)=O.[CH3:20][CH:21]([C:26]1[S:27][CH:28]=[CH:29][C:30]=1[NH2:31])[CH2:22][CH:23]([CH3:25])[CH3:24].C(N(CC)CC)C, predict the reaction product. (8) Given the reactants [O:1]1[CH2:6][CH:5]=[C:4]([C:7]2[N:12]=[CH:11][C:10]3[O:13][C:14]4[C:19]([C@:20]5([N:25]=[C:24]([NH2:26])[CH2:23][O:22][CH2:21]5)[C:9]=3[CH:8]=2)=[CH:18][C:17]([C:27]2[C:28]([F:33])=[N:29][CH:30]=[CH:31][CH:32]=2)=[CH:16][CH:15]=4)[CH2:3][CH2:2]1, predict the reaction product. The product is: [F:33][C:28]1[C:27]([C:17]2[CH:18]=[C:19]3[C@:20]4([N:25]=[C:24]([NH2:26])[CH2:23][O:22][CH2:21]4)[C:9]4[CH:8]=[C:7]([CH:4]5[CH2:5][CH2:6][O:1][CH2:2][CH2:3]5)[N:12]=[CH:11][C:10]=4[O:13][C:14]3=[CH:15][CH:16]=2)=[CH:32][CH:31]=[CH:30][N:29]=1.